This data is from Forward reaction prediction with 1.9M reactions from USPTO patents (1976-2016). The task is: Predict the product of the given reaction. (1) Given the reactants N[C:2]1[C:10]([F:11])=[CH:9][CH:8]=[CH:7][C:3]=1[C:4]([OH:6])=[O:5].[BrH:12].N([O-])=O.[Na+].[Br-], predict the reaction product. The product is: [Br:12][C:2]1[C:10]([F:11])=[CH:9][CH:8]=[CH:7][C:3]=1[C:4]([OH:6])=[O:5]. (2) Given the reactants [CH3:1][O:2][C:3]1[CH:8]=[CH:7][CH:6]=[CH:5][C:4]=1[C:9]1[N:18]=[C:12]2[CH:13]=[C:14]([NH2:17])[CH:15]=[CH:16][N:11]2[N:10]=1.[CH2:19]([O:21][C:22]([C:24]1[CH:25]=[N:26][N:27]([CH3:32])[C:28]=1[C:29](O)=[O:30])=[O:23])[CH3:20], predict the reaction product. The product is: [CH2:19]([O:21][C:22]([C:24]1[CH:25]=[N:26][N:27]([CH3:32])[C:28]=1[C:29](=[O:30])[NH:17][C:14]1[CH:15]=[CH:16][N:11]2[N:10]=[C:9]([C:4]3[CH:5]=[CH:6][CH:7]=[CH:8][C:3]=3[O:2][CH3:1])[N:18]=[C:12]2[CH:13]=1)=[O:23])[CH3:20]. (3) Given the reactants [F:1][C:2]1[CH:7]=[CH:6][C:5]([CH2:8][CH2:9][C:10]([OH:12])=O)=[CH:4][CH:3]=1.[NH2:13][C:14]1[N:19]=[N:18][C:17]([N:20]2[CH2:25][CH2:24][N:23]([C:26]([C:28]3[CH:33]=[CH:32][CH:31]=[CH:30][C:29]=3[C:34]([F:37])([F:36])[F:35])=[O:27])[CH2:22][CH2:21]2)=[CH:16][CH:15]=1, predict the reaction product. The product is: [F:1][C:2]1[CH:3]=[CH:4][C:5]([CH2:8][CH2:9][C:10]([NH:13][C:14]2[N:19]=[N:18][C:17]([N:20]3[CH2:21][CH2:22][N:23]([C:26](=[O:27])[C:28]4[CH:33]=[CH:32][CH:31]=[CH:30][C:29]=4[C:34]([F:37])([F:36])[F:35])[CH2:24][CH2:25]3)=[CH:16][CH:15]=2)=[O:12])=[CH:6][CH:7]=1. (4) Given the reactants Br[C:2]1[CH:10]=[C:9]2[C:5]([C:6]([CH3:21])([CH3:20])[C:7](=[O:19])[N:8]2[CH2:11][O:12][CH2:13][CH2:14][Si:15]([CH3:18])([CH3:17])[CH3:16])=[CH:4][CH:3]=1.[C:22]([Si:26]([O:29][CH:30]([C:32]1[NH:36][CH:35]=[N:34][CH:33]=1)[CH3:31])([CH3:28])[CH3:27])([CH3:25])([CH3:24])[CH3:23], predict the reaction product. The product is: [Si:26]([O:29][CH:30]([C:32]1[N:36]=[CH:35][N:34]([C:2]2[CH:10]=[C:9]3[C:5]([C:6]([CH3:21])([CH3:20])[C:7](=[O:19])[N:8]3[CH2:11][O:12][CH2:13][CH2:14][Si:15]([CH3:18])([CH3:17])[CH3:16])=[CH:4][CH:3]=2)[CH:33]=1)[CH3:31])([C:22]([CH3:23])([CH3:24])[CH3:25])([CH3:27])[CH3:28]. (5) Given the reactants [O:1]1[CH:5]=[CH:4][CH:3]=[C:2]1[C:6]([C:8](=[C:11]([S:14][CH3:15])SC)[C:9]#[N:10])=O.N[N:17]=[CH:18][NH:19][C:20](=[O:27])[C:21]1[CH:26]=[CH:25][CH:24]=[CH:23][CH:22]=1.C([N:30](CC)CC)C, predict the reaction product. The product is: [C:9]([C:8]1[C:6]([C:2]2[O:1][CH:5]=[CH:4][CH:3]=2)=[N:17][C:18]([NH:19][C:20](=[O:27])[C:21]2[CH:26]=[CH:25][CH:24]=[CH:23][CH:22]=2)=[N:30][C:11]=1[S:14][CH3:15])#[N:10]. (6) Given the reactants [OH:1][C:2]1[CH:10]=[CH:9][CH:8]=[C:7]2[C:3]=1[CH:4]=[C:5]([C:11]#[N:12])[NH:6]2.[O-:13][S:14]([C:17]([F:20])([F:19])[F:18])(=O)=[O:15], predict the reaction product. The product is: [C:11]([C:5]1[NH:6][C:7]2[C:3]([CH:4]=1)=[C:2]([O:1][S:14]([C:17]([F:20])([F:19])[F:18])(=[O:15])=[O:13])[CH:10]=[CH:9][CH:8]=2)#[N:12]. (7) Given the reactants [CH2:1]([O:4][C:5]1[CH:10]=[CH:9][C:8]([OH:11])=[CH:7][C:6]=1[N:12]1[C:20](=[O:21])[C:19]2[C:14](=[CH:15][CH:16]=[CH:17][CH:18]=2)[C:13]1=[O:22])[CH:2]=[CH2:3].Br[CH2:24][CH2:25][O:26][CH:27]1[CH2:32][CH2:31][CH2:30][CH2:29][O:28]1.C([O-])([O-])=O.[K+].[K+], predict the reaction product. The product is: [CH2:1]([O:4][C:5]1[CH:10]=[CH:9][C:8]([O:11][CH2:24][CH2:25][O:26][CH:27]2[CH2:32][CH2:31][CH2:30][CH2:29][O:28]2)=[CH:7][C:6]=1[N:12]1[C:13](=[O:22])[C:14]2[C:19](=[CH:18][CH:17]=[CH:16][CH:15]=2)[C:20]1=[O:21])[CH:2]=[CH2:3]. (8) Given the reactants C(OC([NH:8][CH:9]1[CH2:14][CH2:13][CH:12]([C:15]([NH:17][C:18]2[CH:33]=[CH:32][C:31]([Cl:34])=[CH:30][C:19]=2[C:20]([NH:22][C:23]2[CH:28]=[CH:27][C:26]([Cl:29])=[CH:25][N:24]=2)=[O:21])=[O:16])[CH2:11][CH2:10]1)=O)(C)(C)C, predict the reaction product. The product is: [NH2:8][CH:9]1[CH2:14][CH2:13][CH:12]([C:15]([NH:17][C:18]2[CH:33]=[CH:32][C:31]([Cl:34])=[CH:30][C:19]=2[C:20]([NH:22][C:23]2[CH:28]=[CH:27][C:26]([Cl:29])=[CH:25][N:24]=2)=[O:21])=[O:16])[CH2:11][CH2:10]1.